This data is from Peptide-MHC class II binding affinity with 134,281 pairs from IEDB. The task is: Regression. Given a peptide amino acid sequence and an MHC pseudo amino acid sequence, predict their binding affinity value. This is MHC class II binding data. (1) The peptide sequence is AFKVAGTAANAAPAN. The MHC is DRB1_0802 with pseudo-sequence DRB1_0802. The binding affinity (normalized) is 0.636. (2) The peptide sequence is GELQIVDKIDCAFKI. The MHC is DRB1_1501 with pseudo-sequence DRB1_1501. The binding affinity (normalized) is 0.508. (3) The peptide sequence is GAASGLNGCCRCGAR. The MHC is HLA-DQA10301-DQB10302 with pseudo-sequence HLA-DQA10301-DQB10302. The binding affinity (normalized) is 0. (4) The peptide sequence is DRWLDLRYVGPASAD. The MHC is DRB1_0404 with pseudo-sequence DRB1_0404. The binding affinity (normalized) is 0.559. (5) The peptide sequence is QPFPKTVWEQILNTW. The MHC is DRB5_0101 with pseudo-sequence DRB5_0101. The binding affinity (normalized) is 0.419. (6) The MHC is DRB1_1301 with pseudo-sequence DRB1_1301. The peptide sequence is FCVKVLAPYMPDVLE. The binding affinity (normalized) is 0.710.